Task: Predict which catalyst facilitates the given reaction.. Dataset: Catalyst prediction with 721,799 reactions and 888 catalyst types from USPTO (1) Product: [F:26][C:27]1[CH:28]=[CH:29][C:30]([C:33]2[CH:38]=[CH:37][C:36]([CH2:39][C:40]([C:12]3[N:11]([S:8]([N:7]([CH3:6])[CH3:25])(=[O:10])=[O:9])[CH:15]=[C:14]([CH2:16][C:17]([CH3:24])([C:20]([F:23])([F:22])[F:21])[CH:18]=[CH2:19])[N:13]=3)=[O:41])=[CH:35][CH:34]=2)=[N:31][CH:32]=1. Reactant: C([Li])CCC.[CH3:6][N:7]([CH3:25])[S:8]([N:11]1[CH:15]=[C:14]([CH2:16][C:17]([CH3:24])([C:20]([F:23])([F:22])[F:21])[CH:18]=[CH2:19])[N:13]=[CH:12]1)(=[O:10])=[O:9].[F:26][C:27]1[CH:28]=[CH:29][C:30]([C:33]2[CH:38]=[CH:37][C:36]([CH2:39][C:40](OC)=[O:41])=[CH:35][CH:34]=2)=[N:31][CH:32]=1. The catalyst class is: 7. (2) Reactant: Cl.[C:2](Cl)(=[O:9])[C:3]1[CH:8]=[CH:7][N:6]=[CH:5][CH:4]=1.[NH2:11][C:12]1[CH:17]=[CH:16][CH:15]=[CH:14][CH:13]=1.CCN(CC)CC. Product: [C:12]1([NH:11][C:2](=[O:9])[C:3]2[CH:8]=[CH:7][N:6]=[CH:5][CH:4]=2)[CH:17]=[CH:16][CH:15]=[CH:14][CH:13]=1. The catalyst class is: 26. (3) Product: [CH3:1][C:2]1[N:6]=[C:5]([C:7]2[C:15]3[CH2:14][CH2:13][O:12][CH2:11][C:10]=3[S:9][C:8]=2[NH:16][C:17]([C:19]2[CH:24]3[CH2:28][CH2:29][CH:21]([CH2:22][CH2:23]3)[C:20]=2[C:25]([OH:27])=[O:26])=[O:18])[O:4][N:3]=1. Reactant: [CH3:1][C:2]1[N:6]=[C:5]([C:7]2[C:15]3[CH2:14][CH2:13][O:12][CH2:11][C:10]=3[S:9][C:8]=2[NH:16][C:17]([C:19]2[CH2:24][CH2:23][CH2:22][CH2:21][C:20]=2[C:25]([OH:27])=[O:26])=[O:18])[O:4][N:3]=1.[CH:28]12CCC(CC1)C1C(OC(=O)[C:29]2=1)=O. The catalyst class is: 876.